This data is from Full USPTO retrosynthesis dataset with 1.9M reactions from patents (1976-2016). The task is: Predict the reactants needed to synthesize the given product. The reactants are: Br[C:2]1[CH:16]=[CH:15][C:5]([C:6]([C:8]2[CH:13]=[CH:12][C:11]([F:14])=[CH:10][CH:9]=2)=[O:7])=[CH:4][CH:3]=1.F[C:18]1[CH:23]=[CH:22][CH:21]=[CH:20][CH:19]=1.Br[C:25]1C=CC(C(Cl)=O)=C[CH:26]=1.[Cl-].[Al+3].[Cl-].[Cl-]. Given the product [F:14][C:11]1[CH:12]=[CH:13][C:8]([C:6]([C:5]2[CH:15]=[CH:16][C:2]([C:25]#[C:26][C:18]3[CH:23]=[CH:22][CH:21]=[CH:20][CH:19]=3)=[CH:3][CH:4]=2)=[O:7])=[CH:9][CH:10]=1, predict the reactants needed to synthesize it.